From a dataset of Full USPTO retrosynthesis dataset with 1.9M reactions from patents (1976-2016). Predict the reactants needed to synthesize the given product. (1) The reactants are: [Cl:1][C:2]1[CH:7]=[CH:6][C:5]([NH:8][C:9](=[O:15])[O:10][C:11]([CH3:14])([CH3:13])[CH3:12])=[C:4]([N+:16]([O-:18])=[O:17])[CH:3]=1.[H-].[Na+].CC1C=CC(S(O[CH2:32][CH2:33][CH2:34][S:35]([CH3:38])(=[O:37])=[O:36])(=O)=O)=CC=1.O. Given the product [Cl:1][C:2]1[CH:7]=[CH:6][C:5]([N:8]([CH2:32][CH2:33][CH2:34][S:35]([CH3:38])(=[O:37])=[O:36])[C:9](=[O:15])[O:10][C:11]([CH3:14])([CH3:13])[CH3:12])=[C:4]([N+:16]([O-:18])=[O:17])[CH:3]=1, predict the reactants needed to synthesize it. (2) Given the product [C:20]([C:12]1[CH:11]=[C:10]([O:22][CH3:23])[C:9]([OH:8])=[CH:14][C:13]=1[N:15]=[CH:16][N:17]([CH3:18])[CH3:19])#[N:21], predict the reactants needed to synthesize it. The reactants are: C([O:8][C:9]1[C:10]([O:22][CH3:23])=[CH:11][C:12]([C:20]#[N:21])=[C:13]([N:15]=[CH:16][N:17]([CH3:19])[CH3:18])[CH:14]=1)C1C=CC=CC=1.FC(F)(F)C([O-])=O. (3) Given the product [CH2:32]([O:38][C:39]1[CH:48]=[CH:47][CH:46]=[CH:45][C:40]=1[C:41]([NH:49][CH2:14][CH2:15][CH2:16][NH:17][C:18]1[C:27]2[C:22](=[CH:23][CH:24]=[CH:25][CH:26]=2)[N:21]=[CH:20][CH:19]=1)=[O:42])[CH2:33][CH2:34][CH2:35][CH2:36][CH3:37], predict the reactants needed to synthesize it. The reactants are: C(OC1C=CC=CC=1C(NC[CH2:14][CH2:15][CH2:16][NH:17][C:18]1[C:27]2[C:22](=[CH:23][CH:24]=[CH:25][CH:26]=2)[N:21]=[CH:20][CH:19]=1)=O)CCCCC.[CH2:32]([O:38][C:39]1[CH:48]=[CH:47][CH:46]=[CH:45][C:40]=1[C:41](OC)=[O:42])[CH2:33][CH2:34][CH2:35][CH2:36][CH3:37].[NH2:49]CCCN.ClC1C2C(=CC=CC=2)N=CC=1.